Dataset: Catalyst prediction with 721,799 reactions and 888 catalyst types from USPTO. Task: Predict which catalyst facilitates the given reaction. (1) Reactant: C[O:2][C:3](=[O:11])[C:4]1[C:9]([CH3:10])=[CH:8][CH:7]=[N:6][CH:5]=1.[OH-].[Na+]. Product: [CH3:10][C:9]1[C:4]([C:3]([OH:11])=[O:2])=[CH:5][N:6]=[CH:7][CH:8]=1. The catalyst class is: 12. (2) Reactant: C([O:5][C:6](=[O:49])[CH:7]([NH:13][C:14](=[O:48])[CH2:15][CH2:16][C:17](=[O:47])[NH:18][CH2:19][CH2:20][CH2:21][O:22][CH2:23][CH2:24][CH2:25][CH2:26][O:27][CH2:28][CH2:29][CH2:30][NH:31][C:32](=[O:46])[CH2:33][CH2:34][CH2:35][CH2:36][CH2:37][CH2:38][C:39]([O:41][C:42]([CH3:45])([CH3:44])[CH3:43])=[O:40])[CH2:8][CH2:9][C:10]([OH:12])=[O:11])(C)(C)C.CCN([CH:56]([CH3:58])[CH3:57])C(C)C.[B-](F)(F)(F)F.CN(C(O[N:72]1[C:77](=[O:78])[CH2:76][CH2:75][C:73]1=[O:74])=[N+](C)C)C.[CH2:79]1COCC1. Product: [O:74]=[C:73]1[CH2:75][CH2:76][C:77](=[O:78])[N:72]1[O:5][C:6](=[O:49])[CH:7]([NH:13][C:14](=[O:48])[CH2:15][CH2:16][C:17](=[O:47])[NH:18][CH2:19][CH2:20][CH2:21][O:22][CH2:23][CH2:24][CH2:25][CH2:26][O:27][CH2:28][CH2:29][CH2:30][NH:31][C:32](=[O:46])[CH2:33][CH2:34][CH2:35][CH2:36][CH2:37][CH2:38][C:39]([O:41][C:42]([CH3:43])([CH3:44])[CH3:45])=[O:40])[CH2:8][CH2:9][C:10]([O:12][C:56]([CH3:58])([CH3:79])[CH3:57])=[O:11]. The catalyst class is: 3. (3) Reactant: [C:1]([N:8]1[CH2:12][CH2:11][CH2:10][CH:9]1[CH2:13]O)([O:3][C:4]([CH3:7])([CH3:6])[CH3:5])=[O:2].[C-:15]#[N:16].[Na+].CCOC(C)=O. Product: [C:1]([N:8]1[CH2:12][CH2:11][CH2:10][C@H:9]1[CH2:13][C:15]#[N:16])([O:3][C:4]([CH3:7])([CH3:6])[CH3:5])=[O:2]. The catalyst class is: 16. (4) Reactant: [CH2:1]([O:8][C:9]([NH:11][C@H:12]1[CH2:18][CH2:17][C@@H:16]2[CH2:19][C@H:13]1[C:14](=[O:27])[N:15]2[C:20]([O:22][C:23]([CH3:26])([CH3:25])[CH3:24])=[O:21])=[O:10])[C:2]1[CH:7]=[CH:6][CH:5]=[CH:4][CH:3]=1.O.[BH4-].[Na+].[OH-].[Na+]. Product: [CH2:1]([O:8][C:9]([NH:11][C@H:12]1[CH2:18][CH2:17][C@@H:16]([NH:15][C:20](=[O:21])[O:22][C:23]([CH3:24])([CH3:25])[CH3:26])[CH2:19][C@H:13]1[CH2:14][OH:27])=[O:10])[C:2]1[CH:3]=[CH:4][CH:5]=[CH:6][CH:7]=1. The catalyst class is: 7. (5) Product: [CH2:1]([O:3][C:4]([C:6]1[N:7]([S:23]([C:17]2[CH:22]=[CH:21][CH:20]=[CH:19][CH:18]=2)(=[O:25])=[O:24])[C:8]2[C:13]([CH:14]=1)=[CH:12][CH:11]=[CH:10][CH:9]=2)=[O:5])[CH3:2]. Reactant: [CH2:1]([O:3][C:4]([C:6]1[NH:7][C:8]2[C:13]([CH:14]=1)=[CH:12][CH:11]=[CH:10][CH:9]=2)=[O:5])[CH3:2].[H-].[Na+].[C:17]1([S:23](Cl)(=[O:25])=[O:24])[CH:22]=[CH:21][CH:20]=[CH:19][CH:18]=1.Cl. The catalyst class is: 35. (6) Reactant: [F:1][C:2]([F:29])([F:28])[C:3]1[N:8]=[CH:7][C:6]([CH2:9][NH:10]C(=O)OC(C)(C)C)=[CH:5][C:4]=1[C:18]1[CH:19]=[N:20][C:21]([C:24]([F:27])([F:26])[F:25])=[N:22][CH:23]=1.[ClH:30]. Product: [ClH:30].[F:29][C:2]([F:1])([F:28])[C:3]1[N:8]=[CH:7][C:6]([CH2:9][NH2:10])=[CH:5][C:4]=1[C:18]1[CH:23]=[N:22][C:21]([C:24]([F:25])([F:27])[F:26])=[N:20][CH:19]=1. The catalyst class is: 12. (7) Reactant: [Br:1][C:2]1[C:3]([NH:9][CH:10]2[CH2:15][CH2:14][CH:13]([OH:16])[CH2:12][CH2:11]2)=[N:4][C:5](Cl)=[N:6][CH:7]=1.[CH2:17]([NH2:21])[CH2:18][CH2:19][CH3:20]. Product: [Br:1][C:2]1[C:3]([NH:9][C@H:10]2[CH2:15][CH2:14][C@H:13]([OH:16])[CH2:12][CH2:11]2)=[N:4][C:5]([NH:21][CH2:17][CH2:18][CH2:19][CH3:20])=[N:6][CH:7]=1. The catalyst class is: 11. (8) Reactant: C(OC(=O)[NH:7][C:8]1[C:9]([C:13]2[CH:18]=[CH:17][C:16]([O:19][CH2:20][C:21]3[CH:26]=[CH:25][C:24]([S:27]([CH3:30])(=[O:29])=[O:28])=[CH:23][CH:22]=3)=[CH:15][N:14]=2)=[N:10][O:11][CH:12]=1)(C)(C)C.[ClH:32]. Product: [ClH:32].[CH3:30][S:27]([C:24]1[CH:23]=[CH:22][C:21]([CH2:20][O:19][C:16]2[CH:17]=[CH:18][C:13]([C:9]3[C:8]([NH2:7])=[CH:12][O:11][N:10]=3)=[N:14][CH:15]=2)=[CH:26][CH:25]=1)(=[O:28])=[O:29]. The catalyst class is: 12. (9) Reactant: [NH2:1][C:2]1[CH:7]=[CH:6][C:5]([C:8]2[N:13]=[C:12]([N:14]3[CH2:19][CH2:18][O:17][CH2:16][CH2:15]3)[N:11]=[C:10]([C:20]3[CH:25]=[CH:24][C:23]([NH:26][C:27]([NH:29][CH3:30])=[O:28])=[CH:22][CH:21]=3)[N:9]=2)=[CH:4][CH:3]=1.[C:31]([C:34]1[CH:39]=[CH:38][C:37]([NH:40][C:41](=[O:49])OC2C=CC=CC=2)=[CH:36][CH:35]=1)(=[O:33])[NH2:32]. Product: [CH3:30][NH:29][C:27]([NH:26][C:23]1[CH:22]=[CH:21][C:20]([C:10]2[N:11]=[C:12]([N:14]3[CH2:15][CH2:16][O:17][CH2:18][CH2:19]3)[N:13]=[C:8]([C:5]3[CH:4]=[CH:3][C:2]([NH:1][C:41]([NH:40][C:37]4[CH:36]=[CH:35][C:34]([C:31]([NH2:32])=[O:33])=[CH:39][CH:38]=4)=[O:49])=[CH:7][CH:6]=3)[N:9]=2)=[CH:25][CH:24]=1)=[O:28]. The catalyst class is: 3. (10) Reactant: [NH2:1][C:2]1[CH:3]=[C:4]2[C:8](=[CH:9][CH:10]=1)[C:7](=O)[CH2:6][CH2:5]2.[NH:12]1[C:20]2[C:15](=[CH:16][CH:17]=[CH:18][CH:19]=2)[CH2:14][C:13]1=[O:21].N1CCCCC1.Cl. Product: [NH2:1][C:2]1[CH:3]=[C:4]2[C:8](=[CH:9][CH:10]=1)[C:7](=[C:14]1[C:15]3[C:20](=[CH:19][CH:18]=[CH:17][CH:16]=3)[NH:12][C:13]1=[O:21])[CH2:6][CH2:5]2. The catalyst class is: 9.